This data is from Forward reaction prediction with 1.9M reactions from USPTO patents (1976-2016). The task is: Predict the product of the given reaction. (1) Given the reactants C(OC(=O)[NH:7][C:8](=[NH:31])[C:9]1[S:10][C:11]([S:29][CH3:30])=[C:12]([S:14]([C:17]2[CH:22]=[CH:21][CH:20]=[C:19]([N:23]3[CH2:28][CH2:27][CH2:26][CH2:25][CH2:24]3)[CH:18]=2)(=[O:16])=[O:15])[CH:13]=1)(C)(C)C, predict the reaction product. The product is: [CH3:30][S:29][C:11]1[S:10][C:9]([C:8]([NH2:31])=[NH:7])=[CH:13][C:12]=1[S:14]([C:17]1[CH:22]=[CH:21][CH:20]=[C:19]([N:23]2[CH2:28][CH2:27][CH2:26][CH2:25][CH2:24]2)[CH:18]=1)(=[O:16])=[O:15]. (2) Given the reactants [C:1]([C:9]1[CH:14]=[CH:13][C:12]([C:15]2[NH:19][C:18]3[CH:20]=[CH:21][C:22]([C:24]([NH2:26])=[O:25])=[CH:23][C:17]=3[N:16]=2)=[CH:11][CH:10]=1)(=[O:8])[C:2]1[CH:7]=[CH:6][CH:5]=[CH:4][CH:3]=1.[BH4-].[Na+], predict the reaction product. The product is: [OH:8][CH:1]([C:2]1[CH:3]=[CH:4][CH:5]=[CH:6][CH:7]=1)[C:9]1[CH:10]=[CH:11][C:12]([C:15]2[NH:19][C:18]3[CH:20]=[CH:21][C:22]([C:24]([NH2:26])=[O:25])=[CH:23][C:17]=3[N:16]=2)=[CH:13][CH:14]=1.